Dataset: TCR-epitope binding with 47,182 pairs between 192 epitopes and 23,139 TCRs. Task: Binary Classification. Given a T-cell receptor sequence (or CDR3 region) and an epitope sequence, predict whether binding occurs between them. The epitope is GTSGSPIVNR. The TCR CDR3 sequence is CASSLRLRLAGALRNYEQYF. Result: 1 (the TCR binds to the epitope).